Dataset: Human Reference Interactome with 51,813 positive PPI pairs across 8,248 proteins, plus equal number of experimentally-validated negative pairs. Task: Binary Classification. Given two protein amino acid sequences, predict whether they physically interact or not. (1) Protein 1 (ENSG00000134363) has sequence MVRARHQPGGLCLLLLLLCQFMEDRSAQAGNCWLRQAKNGRCQVLYKTELSKEECCSTGRLSTSWTEEDVNDNTLFKWMIFNGGAPNCIPCKETCENVDCGPGKKCRMNKKNKPRCVCAPDCSNITWKGPVCGLDGKTYRNECALLKARCKEQPELEVQYQGRCKKTCRDVFCPGSSTCVVDQTNNAYCVTCNRICPEPASSEQYLCGNDGVTYSSACHLRKATCLLGRSIGLAYEGKCIKAKSCEDIQCTGGKKCLWDFKVGRGRCSLCDELCPDSKSDEPVCASDNATYASECAMKEA.... Protein 2 (ENSG00000131876) has sequence MVKLTAELIEQAAQYTNAVRDRELDLRGYKIPVIENLGATLDQFDAIDFSDNEIRKLDGFPLLRRLKTLLVNNNRICRIGEGLDQALPCLTELILTNNSLVELGDLDPLASLKSLTYLSILRNPVTNKKHYRLYVIYKVPQVRVLDFQKVKLKERQEAEKMFKGKRGAQLAKDIARRSKTFNPGAGLPTDKKKGGPSPGDVEAIKNAIANASTLAEVERLKGLLQSGQIPGRERRSGPTDDGEEEMEEDTVTNGS*MVKLTAELIEQAAQYTNAVRDRELDLRGYKIPVIENLGATLDQF.... Result: 0 (the proteins do not interact). (2) Protein 1 (ENSG00000111305) has sequence MAKMELSKAFSGQRTLLSAILSMLSLSFSTTSLLSNYWFVGTQKVPKPLCEKGLAAKCFDMPVSLDGDTNTSTQEVVQYNWETGDDRFSFRSFRSGMWLSCEETVEEPGERCRSFIELTPPAKREILWLSLGTQITYIGLQFISFLLLLTDLLLTGNPACGLKLSAFAAVSSVLSGLLGMVAHMMYSQVFQATVNLGPEDWRPHVWNYGWAFYMAWLSFTCCMASAVTTFNTYTRMVLEFKCKHSKSFKENPNCLPHHHQCFPRRLSSAAPTVGPLTSYHQYHNQPIHSVSEGVDFYSEL.... Result: 0 (the proteins do not interact). Protein 2 (ENSG00000111087) has sequence MFNSMTPPPISSYGEPCCLRPLPSQGAPSVGTEGLSGPPFCHQANLMSGPHSYGPARETNSCTEGPLFSSPRSAVKLTKKRALSISPLSDASLDLQTVIRTSPSSLVAFINSRCTSPGGSYGHLSIGTMSPSLGFPAQMNHQKGPSPSFGVQPCGPHDSARGGMIPHPQSRGPFPTCQLKSELDMLVGKCREEPLEGDMSSPNSTGIQDPLLGMLDGREDLEREEKREPESVYETDCRWDGCSQEFDSQEQLVHHINSEHIHGERKEFVCHWGGCSRELRPFKAQYMLVVHMRRHTGEKP....